This data is from Full USPTO retrosynthesis dataset with 1.9M reactions from patents (1976-2016). The task is: Predict the reactants needed to synthesize the given product. (1) Given the product [O:26]=[C:25]1[N:20]2[C:21]3[N:30]([C@H:2]([CH2:3][N:4]4[CH2:9][CH2:8][CH:7]([NH:10][C:11](=[O:17])[O:12][C:13]([CH3:16])([CH3:15])[CH3:14])[CH2:6][CH2:5]4)[CH2:18][CH2:19]2)[C:29](=[O:31])[CH:28]=[CH:27][C:22]=3[N:23]=[CH:24]1, predict the reactants needed to synthesize it. The reactants are: O[C@@H:2]([CH2:18][CH2:19][N:20]1[C:25](=[O:26])[CH:24]=[N:23][C:22]2[CH:27]=[CH:28][C:29]([O:31]C)=[N:30][C:21]1=2)[CH2:3][N:4]1[CH2:9][CH2:8][CH:7]([NH:10][C:11](=[O:17])[O:12][C:13]([CH3:16])([CH3:15])[CH3:14])[CH2:6][CH2:5]1.C(N(C(C)C)CC)(C)C.CS(OS(C)(=O)=O)(=O)=O. (2) Given the product [F:36][C:37]1[CH:42]=[CH:41][C:40]([S:43]([N:5]([CH:3]2[CH2:4][O:1][CH2:2]2)[CH2:6][C:7]([NH:9][CH2:10][C:11]2[CH:12]=[C:13]([C:17]3[CH:18]=[CH:19][C:20]([C:23]([F:25])([F:24])[F:26])=[CH:21][CH:22]=3)[CH:14]=[CH:15][CH:16]=2)=[O:8])(=[O:45])=[O:44])=[CH:39][CH:38]=1, predict the reactants needed to synthesize it. The reactants are: [O:1]1[CH2:4][CH:3]([NH:5][CH2:6][C:7]([NH:9][CH2:10][C:11]2[CH:12]=[C:13]([C:17]3[CH:22]=[CH:21][C:20]([C:23]([F:26])([F:25])[F:24])=[CH:19][CH:18]=3)[CH:14]=[CH:15][CH:16]=2)=[O:8])[CH2:2]1.CCN(C(C)C)C(C)C.[F:36][C:37]1[CH:42]=[CH:41][C:40]([S:43](Cl)(=[O:45])=[O:44])=[CH:39][CH:38]=1. (3) Given the product [Br:12][C:13]1[CH:14]=[C:15]([C:19]2([F:32])[C:24]([CH3:25])([CH3:26])[O:23][C:22]([NH:1][C@H:2]([C:6]3[CH:11]=[CH:10][CH:9]=[CH:8][CH:7]=3)[CH2:3][CH2:4][OH:5])=[N:21][S:20]2(=[O:31])=[O:30])[CH:16]=[CH:17][CH:18]=1, predict the reactants needed to synthesize it. The reactants are: [NH2:1][C@H:2]([C:6]1[CH:11]=[CH:10][CH:9]=[CH:8][CH:7]=1)[CH2:3][CH2:4][OH:5].[Br:12][C:13]1[CH:14]=[C:15]([C:19]2([F:32])[C:24]([CH3:26])([CH3:25])[O:23][C:22](OCC)=[N:21][S:20]2(=[O:31])=[O:30])[CH:16]=[CH:17][CH:18]=1. (4) Given the product [C:15]([O:19][C:20](=[O:45])[NH:21][C@H:22]1[CH2:27][CH2:26][C@H:25]([CH:28]2[CH2:31][C:32]3[C:41]4[C:36](=[CH:37][CH:38]=[C:39]([O:42][CH3:43])[CH:40]=4)[N:35]=[CH:34][C:33]=3[O:30][CH2:29]2)[CH2:24][CH2:23]1)([CH3:17])([CH3:18])[CH3:16], predict the reactants needed to synthesize it. The reactants are: CC(OC(/N=N/C(OC(C)C)=O)=O)C.[C:15]([O:19][C:20](=[O:45])[NH:21][C@H:22]1[CH2:27][CH2:26][C@H:25]([CH:28]([CH2:31][C:32]2[C:41]3[C:36](=[CH:37][CH:38]=[C:39]([O:42][CH3:43])[CH:40]=3)[N:35]=[CH:34][C:33]=2O)[CH2:29][OH:30])[CH2:24][CH2:23]1)([CH3:18])([CH3:17])[CH3:16].C1(P(C2C=CC=CC=2)C2C=CC=CC=2)C=CC=CC=1.